Task: Binary Classification. Given a drug SMILES string, predict its activity (active/inactive) in a high-throughput screening assay against a specified biological target.. Dataset: Tyrosyl-DNA phosphodiesterase HTS with 341,365 compounds The molecule is s1c2c([nH]c(=O)cc2O)c(c1Nc1cc(F)ccc1)C#N. The result is 0 (inactive).